This data is from Catalyst prediction with 721,799 reactions and 888 catalyst types from USPTO. The task is: Predict which catalyst facilitates the given reaction. (1) Reactant: [OH:1][C:2]([CH3:21])([CH3:20])[CH2:3][N:4]1[C:8]([CH3:9])=[C:7]([C:10]([OH:12])=O)[C:6](=[O:13])[N:5]1[C:14]1[CH:19]=[CH:18][CH:17]=[CH:16][CH:15]=1.[CH3:22][C:23]1([CH3:37])[C:27]([CH3:29])([CH3:28])[O:26][B:25]([C:30]2[CH:35]=[CH:34][C:33]([NH2:36])=[CH:32][CH:31]=2)[O:24]1.C([O-])([O-])=O.[K+].[K+].CN(C(ON1N=NC2C=CC=NC1=2)=[N+](C)C)C.F[P-](F)(F)(F)(F)F. Product: [OH:1][C:2]([CH3:21])([CH3:20])[CH2:3][N:4]1[C:8]([CH3:9])=[C:7]([C:10]([NH:36][C:33]2[CH:32]=[CH:31][C:30]([B:25]3[O:26][C:27]([CH3:29])([CH3:28])[C:23]([CH3:37])([CH3:22])[O:24]3)=[CH:35][CH:34]=2)=[O:12])[C:6](=[O:13])[N:5]1[C:14]1[CH:15]=[CH:16][CH:17]=[CH:18][CH:19]=1. The catalyst class is: 373. (2) Reactant: O.[C:2]([OH:12])(=[O:11])[C:3]1[NH:10][C:8](=[O:9])[NH:7][C:5](=[O:6])[CH:4]=1.[CH2:13]=O.[O:15]1[CH2:20][CH2:19][CH:18]([NH2:21])[CH2:17][CH2:16]1. Product: [O:9]=[C:8]1[NH:10][C:3]([C:2]([OH:12])=[O:11])=[C:4]([CH2:13][NH:21][CH:18]2[CH2:19][CH2:20][O:15][CH2:16][CH2:17]2)[C:5](=[O:6])[NH:7]1. The catalyst class is: 14.